From a dataset of Forward reaction prediction with 1.9M reactions from USPTO patents (1976-2016). Predict the product of the given reaction. Given the reactants [Br:1][C:2]1[N:6]2[CH:7]=[CH:8][CH:9]=[CH:10][C:5]2=[N:4][C:3]=1[CH2:11][NH2:12].[N:13]1[C:22]2[C:21](=O)[CH2:20][CH2:19][CH2:18][C:17]=2[CH:16]=[CH:15][CH:14]=1.C(O[BH-](OC(=O)C)OC(=O)C)(=O)C.[Na+].C(O)(=O)C.C(=O)([O-])[O-].[Na+].[Na+], predict the reaction product. The product is: [Br:1][C:2]1[N:6]2[CH:7]=[CH:8][CH:9]=[CH:10][C:5]2=[N:4][C:3]=1[CH2:11][NH:12][CH:21]1[C:22]2[N:13]=[CH:14][CH:15]=[CH:16][C:17]=2[CH2:18][CH2:19][CH2:20]1.